This data is from Forward reaction prediction with 1.9M reactions from USPTO patents (1976-2016). The task is: Predict the product of the given reaction. (1) Given the reactants [F:1][C:2]1[CH:7]=[CH:6][C:5]([N:8]([CH3:10])[CH3:9])=[CH:4][C:3]=1[NH2:11].N1C=CC=CC=1.Cl[C:19](Cl)([O:21]C(=O)OC(Cl)(Cl)Cl)Cl, predict the reaction product. The product is: [CH3:10][N:8]([CH3:9])[C:5]1[CH:6]=[CH:7][C:2]([F:1])=[C:3]([N:11]=[C:19]=[O:21])[CH:4]=1. (2) Given the reactants C[O:2][C:3]1[CH:12]=[C:11]2[C:6]([CH2:7][CH2:8][CH:9]([N:13]([CH2:17][CH2:18][N:19]3[CH2:24][CH2:23][NH:22][CH2:21][CH2:20]3)[CH2:14][CH2:15][CH3:16])[CH2:10]2)=[CH:5][CH:4]=1.B(Br)(Br)Br.C([O-])(O)=O.[Na+].CO, predict the reaction product. The product is: [N:19]1([CH2:18][CH2:17][N:13]([CH2:14][CH2:15][CH3:16])[CH:9]2[CH2:10][C:11]3[CH:12]=[C:3]([OH:2])[CH:4]=[CH:5][C:6]=3[CH2:7][CH2:8]2)[CH2:24][CH2:23][NH:22][CH2:21][CH2:20]1. (3) Given the reactants [H-].[Al+3].[Li+].[H-].[H-].[H-].C([O:9][C:10]([C:12]1[C:16]([CH3:17])=[C:15]([C:18]2[CH:23]=[CH:22][N:21]=[CH:20][CH:19]=2)[N:14]([CH2:24][O:25][CH3:26])[C:13]=1[C:27]1[CH:32]=[CH:31][N:30]=[CH:29][CH:28]=1)=O)C, predict the reaction product. The product is: [OH:9][CH2:10][C:12]1[C:16]([CH3:17])=[C:15]([C:18]2[CH:23]=[CH:22][N:21]=[CH:20][CH:19]=2)[N:14]([CH2:24][O:25][CH3:26])[C:13]=1[C:27]1[CH:28]=[CH:29][N:30]=[CH:31][CH:32]=1. (4) Given the reactants [Cl:1][C:2]1[CH:10]=[C:9]2[C:5]([C:6]([Sn](CCCC)(CCCC)CCCC)=[N:7][N:8]2[CH2:11][CH3:12])=[CH:4][CH:3]=1.[C:26]([CH:28]1[CH2:31][N:30]([C:32](=[O:56])[C@H:33]([NH:35][C:36]([C:38]2[C:46]3[C:41](=[N:42][CH:43]=[C:44](Br)[N:45]=3)[N:40]([CH2:48][O:49][CH2:50][CH2:51][Si:52]([CH3:55])([CH3:54])[CH3:53])[CH:39]=2)=[O:37])[CH3:34])[CH2:29]1)#[N:27], predict the reaction product. The product is: [C:26]([CH:28]1[CH2:29][N:30]([C:32](=[O:56])[C@H:33]([NH:35][C:36]([C:38]2[C:46]3[C:41](=[N:42][CH:43]=[C:44]([C:6]4[C:5]5[C:9](=[CH:10][C:2]([Cl:1])=[CH:3][CH:4]=5)[N:8]([CH2:11][CH3:12])[N:7]=4)[N:45]=3)[N:40]([CH2:48][O:49][CH2:50][CH2:51][Si:52]([CH3:55])([CH3:54])[CH3:53])[CH:39]=2)=[O:37])[CH3:34])[CH2:31]1)#[N:27]. (5) Given the reactants [Cl:1][C:2]1[CH:7]=[CH:6][C:5]([O:8][C:9]2[CH:14]=[CH:13][C:12]([CH:15]=[CH2:16])=[CH:11][CH:10]=2)=[CH:4][C:3]=1[CH3:17].B1C2CCCC1CCC2.[OH-:27].[Na+].OO, predict the reaction product. The product is: [Cl:1][C:2]1[CH:7]=[CH:6][C:5]([O:8][C:9]2[CH:14]=[CH:13][C:12]([CH2:15][CH2:16][OH:27])=[CH:11][CH:10]=2)=[CH:4][C:3]=1[CH3:17]. (6) Given the reactants [Cl:1][C:2]1[CH:7]=[CH:6][C:5](/[CH:8]=[CH:9]/[C:10]2[CH:11]=[C:12]([CH:16]=[CH:17][C:18]=2[O:19][CH3:20])[C:13]([OH:15])=O)=[CH:4][CH:3]=1.[CH:21]1([NH2:26])[CH2:25][CH2:24][CH2:23][CH2:22]1, predict the reaction product. The product is: [Cl:1][C:2]1[CH:3]=[CH:4][C:5](/[CH:8]=[CH:9]/[C:10]2[CH:11]=[C:12]([CH:16]=[CH:17][C:18]=2[O:19][CH3:20])[C:13]([NH:26][CH:21]2[CH2:25][CH2:24][CH2:23][CH2:22]2)=[O:15])=[CH:6][CH:7]=1. (7) Given the reactants Cl.[CH:2]1([C:5](=[NH:8])[O:6][CH3:7])[CH2:4][CH2:3]1.Cl.N[CH:11](CO)[C:12]([O:14][CH3:15])=[O:13].C(=O)(O)[O-].[Na+], predict the reaction product. The product is: [CH:2]1([C:5]2[O:6][CH2:7][CH:11]([C:12]([O:14][CH3:15])=[O:13])[N:8]=2)[CH2:4][CH2:3]1. (8) The product is: [Cl:1][C:2]1[C:11]2[C:6](=[CH:7][C:8]([O:19][CH3:20])=[C:9]([C:12]([O:14][CH3:15])=[O:13])[CH:10]=2)[N:5]=[CH:4][CH:3]=1.[Cl:30][C:31]1[CH:53]=[C:52]([N+:54]([O-:56])=[O:55])[CH:51]=[CH:50][C:32]=1[OH:33]. Given the reactants [Cl:1][C:2]1[C:11]2[C:6](=[CH:7][C:8]([O:19][CH3:20])=[C:9]([C:12]([O:14][C:15](C)(C)C)=[O:13])[CH:10]=2)[N:5]=[CH:4][CH:3]=1.C(N(CC)C(C)C)(C)C.[Cl:30][C:31]1[CH:53]=[C:52]([N+:54]([O-:56])=[O:55])[CH:51]=[CH:50][C:32]=1[O:33]C1C2C(=CC(OC)=C(C(OC)=O)C=2)N=CC=1, predict the reaction product.